This data is from Full USPTO retrosynthesis dataset with 1.9M reactions from patents (1976-2016). The task is: Predict the reactants needed to synthesize the given product. The reactants are: [C:1]1([C:14]2[CH:19]=[CH:18][CH:17]=[CH:16][CH:15]=2)[CH:6]=[CH:5][C:4]([NH:7][C:8](=[O:13])[CH2:9][C:10]([OH:12])=O)=[CH:3][CH:2]=1.CCN(C(C)C)C(C)C.C1C=CC2N(O)N=NC=2C=1.CCN=C=NCCCN(C)C.Cl.Cl.Cl.[CH3:53][C:54]1[C:59]([CH3:60])=[CH:58][CH:57]=[CH:56][C:55]=1[NH:61][CH:62]1[CH2:67][CH2:66][NH:65][CH2:64][CH2:63]1. Given the product [C:1]1([C:14]2[CH:19]=[CH:18][CH:17]=[CH:16][CH:15]=2)[CH:2]=[CH:3][C:4]([NH:7][C:8](=[O:13])[CH2:9][C:10]([N:65]2[CH2:66][CH2:67][CH:62]([NH:61][C:55]3[CH:56]=[CH:57][CH:58]=[C:59]([CH3:60])[C:54]=3[CH3:53])[CH2:63][CH2:64]2)=[O:12])=[CH:5][CH:6]=1, predict the reactants needed to synthesize it.